Dataset: NCI-60 drug combinations with 297,098 pairs across 59 cell lines. Task: Regression. Given two drug SMILES strings and cell line genomic features, predict the synergy score measuring deviation from expected non-interaction effect. (1) Drug 1: C1=CC(=CC=C1CCC2=CNC3=C2C(=O)NC(=N3)N)C(=O)NC(CCC(=O)O)C(=O)O. Drug 2: N.N.Cl[Pt+2]Cl. Cell line: SN12C. Synergy scores: CSS=21.5, Synergy_ZIP=-2.52, Synergy_Bliss=0.479, Synergy_Loewe=-14.3, Synergy_HSA=0.518. (2) Drug 1: C#CCC(CC1=CN=C2C(=N1)C(=NC(=N2)N)N)C3=CC=C(C=C3)C(=O)NC(CCC(=O)O)C(=O)O. Drug 2: N.N.Cl[Pt+2]Cl. Cell line: LOX IMVI. Synergy scores: CSS=53.6, Synergy_ZIP=1.25, Synergy_Bliss=2.98, Synergy_Loewe=1.79, Synergy_HSA=3.73. (3) Drug 1: CC(C1=C(C=CC(=C1Cl)F)Cl)OC2=C(N=CC(=C2)C3=CN(N=C3)C4CCNCC4)N. Drug 2: CC1=C(C=C(C=C1)NC(=O)C2=CC=C(C=C2)CN3CCN(CC3)C)NC4=NC=CC(=N4)C5=CN=CC=C5. Cell line: K-562. Synergy scores: CSS=78.2, Synergy_ZIP=5.54, Synergy_Bliss=5.49, Synergy_Loewe=2.55, Synergy_HSA=6.55. (4) Drug 1: CCC1(CC2CC(C3=C(CCN(C2)C1)C4=CC=CC=C4N3)(C5=C(C=C6C(=C5)C78CCN9C7C(C=CC9)(C(C(C8N6C)(C(=O)OC)O)OC(=O)C)CC)OC)C(=O)OC)O.OS(=O)(=O)O. Drug 2: CC1C(C(CC(O1)OC2CC(CC3=C2C(=C4C(=C3O)C(=O)C5=C(C4=O)C(=CC=C5)OC)O)(C(=O)CO)O)N)O.Cl. Cell line: NCI-H460. Synergy scores: CSS=52.9, Synergy_ZIP=-2.41, Synergy_Bliss=-4.21, Synergy_Loewe=0.170, Synergy_HSA=0.306.